Predict which catalyst facilitates the given reaction. From a dataset of Catalyst prediction with 721,799 reactions and 888 catalyst types from USPTO. (1) Reactant: C(Cl)(=O)C(Cl)=O.[CH3:7][C:8]([CH3:26])([C:12]1[CH:17]=[C:16]([C:18]([F:21])([F:20])[F:19])[CH:15]=[C:14]([C:22]([F:25])([F:24])[F:23])[CH:13]=1)[C:9](O)=[O:10].Cl.[O:28]=[C:29]1[CH2:34][CH2:33][C:32]([NH2:41])([C:35]2[CH:40]=[CH:39][CH:38]=[CH:37][CH:36]=2)[CH2:31][CH2:30]1.N1C=CC=CC=1.Cl. Product: [CH3:7][C:8]([CH3:26])([C:12]1[CH:17]=[C:16]([C:18]([F:19])([F:21])[F:20])[CH:15]=[C:14]([C:22]([F:24])([F:25])[F:23])[CH:13]=1)[C:9]([NH:41][C:32]1([C:35]2[CH:40]=[CH:39][CH:38]=[CH:37][CH:36]=2)[CH2:31][CH2:30][C:29](=[O:28])[CH2:34][CH2:33]1)=[O:10]. The catalyst class is: 204. (2) The catalyst class is: 10. Reactant: [O:1]1CCO[CH:2]1[C:6]1[CH:11]=[CH:10][C:9]([NH:12][C:13]([CH2:15][CH2:16][CH2:17][N:18]([CH3:45])[C:19]([CH2:21][CH2:22][N:23]2[CH2:28][CH2:27][CH:26]([O:29][C:30](=[O:44])[NH:31][C:32]3[CH:37]=[CH:36][CH:35]=[CH:34][C:33]=3[C:38]3[CH:43]=[CH:42][CH:41]=[CH:40][CH:39]=3)[CH2:25][CH2:24]2)=[O:20])=[O:14])=[CH:8][CH:7]=1.Cl.O. Product: [CH:2]([C:6]1[CH:11]=[CH:10][C:9]([NH:12][C:13]([CH2:15][CH2:16][CH2:17][N:18]([CH3:45])[C:19]([CH2:21][CH2:22][N:23]2[CH2:24][CH2:25][CH:26]([O:29][C:30](=[O:44])[NH:31][C:32]3[CH:37]=[CH:36][CH:35]=[CH:34][C:33]=3[C:38]3[CH:43]=[CH:42][CH:41]=[CH:40][CH:39]=3)[CH2:27][CH2:28]2)=[O:20])=[O:14])=[CH:8][CH:7]=1)=[O:1].